Dataset: Full USPTO retrosynthesis dataset with 1.9M reactions from patents (1976-2016). Task: Predict the reactants needed to synthesize the given product. (1) Given the product [F:25][C:22]1[CH:23]=[CH:24][C:19]2[O:18][C:17]([C:26]([NH2:28])=[O:27])=[C:16]([NH:15][C:13](=[O:14])[C:12]3[CH:29]=[CH:30][C:9]([OH:8])=[C:10]([CH2:31][N:32]4[CH2:37][CH2:36][O:35][CH2:34][CH2:33]4)[CH:11]=3)[C:20]=2[CH:21]=1, predict the reactants needed to synthesize it. The reactants are: C([O:8][C:9]1[CH:30]=[CH:29][C:12]([C:13]([NH:15][C:16]2[C:20]3[CH:21]=[C:22]([F:25])[CH:23]=[CH:24][C:19]=3[O:18][C:17]=2[C:26]([NH2:28])=[O:27])=[O:14])=[CH:11][C:10]=1[CH2:31][N:32]1[CH2:37][CH2:36][O:35][CH2:34][CH2:33]1)C1C=CC=CC=1. (2) Given the product [CH2:13]([O:15][C:16]1[CH:17]=[C:18]([N:19]2[CH2:34][C:33]3([CH2:39][CH2:38][CH2:37][CH:36]([C:40]([O:42][CH3:43])=[O:41])[CH2:35]3)[O:32][C:31]2=[O:44])[CH:20]=[CH:21][CH:22]=1)[CH3:14], predict the reactants needed to synthesize it. The reactants are: O1C2(CCCC(C(OC)=O)C2)C1.[CH2:13]([O:15][C:16]1[CH:17]=[C:18]([CH:20]=[CH:21][CH:22]=1)[NH2:19])[CH3:14].COC1C=CC(CN2[CH2:34][C:33]3([CH2:39][CH2:38][CH2:37][CH:36]([C:40]([O:42][CH3:43])=[O:41])[CH2:35]3)[O:32][C:31]2=[O:44])=CC=1.